The task is: Regression. Given a peptide amino acid sequence and an MHC pseudo amino acid sequence, predict their binding affinity value. This is MHC class I binding data.. This data is from Peptide-MHC class I binding affinity with 185,985 pairs from IEDB/IMGT. (1) The peptide sequence is RTSKASLER. The MHC is HLA-B58:01 with pseudo-sequence HLA-B58:01. The binding affinity (normalized) is 0.0188. (2) The peptide sequence is HPEIVIYQY. The MHC is HLA-A32:01 with pseudo-sequence HLA-A32:01. The binding affinity (normalized) is 0. (3) The peptide sequence is FTHREQLFM. The MHC is HLA-A26:02 with pseudo-sequence HLA-A26:02. The binding affinity (normalized) is 0.692. (4) The MHC is HLA-A02:03 with pseudo-sequence HLA-A02:03. The binding affinity (normalized) is 0. The peptide sequence is IEELREHLL. (5) The MHC is HLA-B57:01 with pseudo-sequence HLA-B57:01. The peptide sequence is RPQKRPSCI. The binding affinity (normalized) is 0.